This data is from Forward reaction prediction with 1.9M reactions from USPTO patents (1976-2016). The task is: Predict the product of the given reaction. (1) Given the reactants [Cl:1][C:2]1[CH:3]=[C:4]([C@@H:8]([CH2:18][C@:19]([C:24]2[O:25][C@@H:26]([CH3:31])[C@H:27]([CH2:29][CH3:30])[N:28]=2)([CH3:23])[CH2:20][CH:21]=[CH2:22])[C@H:9]([C:11]2[CH:16]=[CH:15][C:14]([Cl:17])=[CH:13][CH:12]=2)O)[CH:5]=[CH:6][CH:7]=1.N1C(C)=CC=CC=1C.[F:40][C:41]([F:54])([F:53])[S:42]([O:45]S(C(F)(F)F)(=O)=O)(=[O:44])=[O:43], predict the reaction product. The product is: [O-:45][S:42]([C:41]([F:54])([F:53])[F:40])(=[O:44])=[O:43].[CH2:20]([C@@:19]1([CH3:23])[CH2:18][C@H:8]([C:4]2[CH:5]=[CH:6][CH:7]=[C:2]([Cl:1])[CH:3]=2)[C@@H:9]([C:11]2[CH:16]=[CH:15][C:14]([Cl:17])=[CH:13][CH:12]=2)[N+:28]2[C@@H:27]([CH2:29][CH3:30])[C@H:26]([CH3:31])[O:25][C:24]1=2)[CH:21]=[CH2:22]. (2) Given the reactants [CH:1]1[C:9]2[C:8]3[CH:10]=[CH:11][CH:12]=[CH:13][C:7]=3[O:6][C:5]=2[C:4]([OH:14])=[CH:3][CH:2]=1.[CH:15]1(Br)[CH2:19][CH2:18][CH2:17][CH2:16]1.[H-].[Na+], predict the reaction product. The product is: [CH:15]1([O:14][C:4]2[C:5]3[O:6][C:7]4[CH:13]=[CH:12][CH:11]=[CH:10][C:8]=4[C:9]=3[CH:1]=[CH:2][CH:3]=2)[CH2:19][CH2:18][CH2:17][CH2:16]1. (3) Given the reactants [Br:1][C:2]1[CH:7]=[CH:6][C:5]([C:8]([C:10]2[CH:15]=[CH:14][C:13](N(C)C)=[CH:12][CH:11]=2)=[CH2:9])=[CH:4][CH:3]=1.BrC1C=C[C:23]([C:24](C2C=CC(OCCCC)=CC=2)=[O:25])=[CH:22][CH:21]=1.C[Mg]Br, predict the reaction product. The product is: [Br:1][C:2]1[CH:7]=[CH:6][C:5]([C:8]([C:10]2[CH:15]=[CH:14][C:13]([O:25][CH2:24][CH2:23][CH2:22][CH3:21])=[CH:12][CH:11]=2)=[CH2:9])=[CH:4][CH:3]=1. (4) The product is: [CH2:19]([N:16]1[CH2:15][CH2:14][N:13]([C:7]2[CH:8]=[CH:9][C:10]([O:11][CH3:12])=[C:5]([S:2]([CH3:1])(=[O:3])=[O:4])[CH:6]=2)[CH2:18][CH2:17]1)[CH2:20][CH2:21][CH3:22]. Given the reactants [CH3:1][S:2]([C:5]1[CH:6]=[C:7]([N:13]2[CH2:18][CH2:17][NH:16][CH2:15][CH2:14]2)[CH:8]=[CH:9][C:10]=1[O:11][CH3:12])(=[O:4])=[O:3].[CH2:19](Br)[CH2:20][CH2:21][CH3:22], predict the reaction product. (5) Given the reactants B(Br)(Br)Br.[CH:5]1([C:8]2[N:12]=[C:11]([CH:13]=[CH:14][C:15]3[CH:20]=[CH:19][C:18]([O:21]C)=[C:17]([O:23]C)[CH:16]=3)[O:10][N:9]=2)[CH2:7][CH2:6]1, predict the reaction product. The product is: [CH:5]1([C:8]2[N:12]=[C:11]([CH:13]=[CH:14][C:15]3[CH:16]=[C:17]([OH:23])[C:18]([OH:21])=[CH:19][CH:20]=3)[O:10][N:9]=2)[CH2:7][CH2:6]1. (6) Given the reactants [C:1]([O:7][CH2:8][CH3:9])(=[O:6])[CH2:2][C:3]([CH3:5])=[O:4].[I-].[K+].C([O-])([O-])=O.[K+].[K+].Cl[CH2:19][C:20]([CH3:22])=[CH2:21], predict the reaction product. The product is: [C:3]([CH:2]([CH2:21][C:20]([CH3:22])=[CH2:19])[C:1]([O:7][CH2:8][CH3:9])=[O:6])(=[O:4])[CH3:5]. (7) Given the reactants [NH2:1][CH2:2][C:3]1[CH:4]=[CH:5][C:6]2[S:11][C:10]3[N:12]=[CH:13][CH:14]=[N:15][C:9]=3[NH:8][C:7]=2[CH:16]=1.CO.[ClH:19], predict the reaction product. The product is: [ClH:19].[NH2:1][CH2:2][C:3]1[CH:4]=[CH:5][C:6]2[S:11][C:10]3[N:12]=[CH:13][CH:14]=[N:15][C:9]=3[NH:8][C:7]=2[CH:16]=1.